From a dataset of Catalyst prediction with 721,799 reactions and 888 catalyst types from USPTO. Predict which catalyst facilitates the given reaction. (1) Reactant: C[O:2][C:3]([C:5]1[S:6][C:7]([CH2:19][CH3:20])=[C:8]([B:10]2[O:14][C:13]([CH3:16])([CH3:15])[C:12]([CH3:18])([CH3:17])[O:11]2)[CH:9]=1)=[O:4].[OH-].[Na+]. Product: [CH2:19]([C:7]1[S:6][C:5]([C:3]([OH:4])=[O:2])=[CH:9][C:8]=1[B:10]1[O:14][C:13]([CH3:16])([CH3:15])[C:12]([CH3:17])([CH3:18])[O:11]1)[CH3:20]. The catalyst class is: 5. (2) Reactant: [N+:1]([C:4]1[CH:27]([CH3:28])[CH:8]2[CH2:9][C:10]([C:13]([NH:15][C:16]3[CH:21]=[CH:20][C:19]([N:22]4[CH:26]=[CH:25][N:24]=[CH:23]4)=[CH:18][CH:17]=3)=[O:14])([CH3:12])[O:11][C:7]2=[C:6]([CH3:29])[C:5]=1[CH3:30])([O-])=O. Product: [NH2:1][C:4]1[CH:27]([CH3:28])[CH:8]2[CH2:9][C:10]([C:13]([NH:15][C:16]3[CH:21]=[CH:20][C:19]([N:22]4[CH:26]=[CH:25][N:24]=[CH:23]4)=[CH:18][CH:17]=3)=[O:14])([CH3:12])[O:11][C:7]2=[C:6]([CH3:29])[C:5]=1[CH3:30]. The catalyst class is: 352. (3) Reactant: [Br:1][C:2]1[CH:7]=[CH:6][C:5]([NH:8][C:9]2[C:10]([C:20]([OH:22])=O)=[CH:11][C:12]3[N:16]([CH3:17])[CH:15]=[N:14][C:13]=3[C:18]=2[Cl:19])=[C:4](Cl)[CH:3]=1.COC(C1C(NC2C=CC(Br)=CC=2Cl)=C(Cl)C2[N:32]=CN(C)C=2C=1)=O.[OH-:48].[Na+].[ClH:50].[CH2:51]1[CH2:55]OCC1.[OH2:56]. Product: [OH:48][CH2:55][CH2:51][O:56][NH:32][C:20]([C:10]1[C:9]([NH:8][C:5]2[CH:4]=[CH:3][C:2]([Br:1])=[CH:7][C:6]=2[Cl:50])=[C:18]([Cl:19])[C:13]2[N:14]=[CH:15][N:16]([CH3:17])[C:12]=2[CH:11]=1)=[O:22]. The catalyst class is: 6. (4) The catalyst class is: 6. Product: [Br:8][C:9]1[C:10]([OH:21])=[CH:11][C:12]([C:13]([O:15][CH2:16][CH3:17])=[O:14])=[CH:18][C:19]=1[O:20][CH2:23][CH3:24]. Reactant: [H-].[Na+].CN(C=O)C.[Br:8][C:9]1[C:19]([OH:20])=[CH:18][C:12]([C:13]([O:15][CH2:16][CH3:17])=[O:14])=[CH:11][C:10]=1[OH:21].I[CH2:23][CH3:24]. (5) Reactant: [C:1]([O:9][C:10]([C:14]([F:17])([F:16])[F:15])=[C:11]([F:13])[F:12])(=[O:8])[C:2]1[CH:7]=[CH:6][CH:5]=[CH:4][CH:3]=1.[S:18]([O-:21])([OH:20])=[O:19].[Na+:22].C(OOC(=O)C1C=CC=CC=1)(=O)C1C=CC=CC=1.C1(C)C=CC=CC=1. Product: [F:13][C:11]([F:12])([S:18]([O-:21])(=[O:20])=[O:19])[CH:10]([O:9][C:1](=[O:8])[C:2]1[CH:3]=[CH:4][CH:5]=[CH:6][CH:7]=1)[C:14]([F:16])([F:15])[F:17].[Na+:22]. The catalyst class is: 6. (6) Reactant: [CH3:1][O:2][C:3](=[O:25])[NH:4][CH2:5][CH2:6][CH2:7][N:8]1[C:12]([C:13]2[CH:18]=[CH:17][CH:16]=[CH:15][N:14]=2)=[CH:11][C:10]([C:19](=[O:24])N(OC)C)=[N:9]1.[CH2:26](OCC)C.C[Mg]Br.[Cl-].[NH4+]. Product: [CH3:1][O:2][C:3](=[O:25])[NH:4][CH2:5][CH2:6][CH2:7][N:8]1[C:12]([C:13]2[CH:18]=[CH:17][CH:16]=[CH:15][N:14]=2)=[CH:11][C:10]([C:19](=[O:24])[CH3:26])=[N:9]1. The catalyst class is: 7.